From a dataset of Catalyst prediction with 721,799 reactions and 888 catalyst types from USPTO. Predict which catalyst facilitates the given reaction. (1) The catalyst class is: 3. Reactant: [CH3:1][CH:2]([C:4]1[CH:9]=[CH:8][C:7]([S:10][C:11]2[C:16]3=[N:17][S:18](=[O:22])(=[O:21])[CH2:19][CH2:20][N:15]3[CH:14]=[CH:13][CH:12]=2)=[CH:6][CH:5]=1)[CH3:3].ClC1C=CC=C(C(OO)=[O:31])C=1.S([O-])([O-])=O.[Na+].[Na+]. Product: [CH3:3][CH:2]([C:4]1[CH:5]=[CH:6][C:7]([S:10]([C:11]2[C:16]3=[N:17][S:18](=[O:22])(=[O:21])[CH2:19][CH2:20][N:15]3[CH:14]=[CH:13][CH:12]=2)=[O:31])=[CH:8][CH:9]=1)[CH3:1]. (2) Reactant: Cl.C(O)(=O)C.[Cl:6][C:7]1[N:14]=[CH:13][CH:12]=[C:11]([O:15]C)[C:8]=1[C:9]#[N:10]. Product: [Cl:6][C:7]1[NH:14][CH:13]=[CH:12][C:11](=[O:15])[C:8]=1[C:9]#[N:10]. The catalyst class is: 6. (3) The catalyst class is: 21. Product: [N+:1]([C:4]1[CH:9]=[CH:8][C:7]([O:10][CH2:27][C:28]([O:30][CH2:31][CH2:32][O:33][CH2:34][CH2:35][O:36][C:37](=[O:40])[CH2:38][O:14][C:11]2[CH:8]=[CH:9][C:4]([N+:1]([O-:3])=[O:2])=[CH:5][CH:6]=2)=[O:29])=[CH:6][CH:5]=1)([O-:3])=[O:2]. Reactant: [N+:1]([C:4]1[CH:9]=[CH:8][C:7]([OH:10])=[CH:6][CH:5]=1)([O-:3])=[O:2].[C:11](=[O:14])([O-])[O-].[K+].[K+].[I-].[Na+].P(O)([O-])([O-])=O.[Na+].[Na+].Cl[CH2:27][C:28]([O:30][CH2:31][CH2:32][O:33][CH2:34][CH2:35][O:36][C:37](=[O:40])[CH2:38]Cl)=[O:29]. (4) Reactant: [CH3:1][O:2][C:3]1[C:21]([N:22]=O)=[C:6]2[CH:7]=[CH:8][CH:9]=[C:10]([C:11]3[C:16]([CH3:17])=[CH:15][C:14]([CH3:18])=[CH:13][C:12]=3[O:19][CH3:20])[N:5]2[N:4]=1.O.C(O)(=O)C. Product: [CH3:1][O:2][C:3]1[C:21]([NH2:22])=[C:6]2[CH:7]=[CH:8][CH:9]=[C:10]([C:11]3[C:16]([CH3:17])=[CH:15][C:14]([CH3:18])=[CH:13][C:12]=3[O:19][CH3:20])[N:5]2[N:4]=1. The catalyst class is: 490. (5) Reactant: [NH2:1][CH2:2][C@H:3]([C:7]1[CH:12]=[CH:11][C:10]([F:13])=[CH:9][CH:8]=1)[CH2:4][CH2:5][OH:6].[OH-].[Na+].Cl[C:17]([O:19][CH2:20][CH3:21])=[O:18]. Product: [CH2:20]([O:19][C:17](=[O:18])[NH:1][CH2:2][C@H:3]([C:7]1[CH:8]=[CH:9][C:10]([F:13])=[CH:11][CH:12]=1)[CH2:4][CH2:5][OH:6])[CH3:21]. The catalyst class is: 182. (6) Reactant: C[O:2][C:3](=[O:47])[C:4]1[CH:9]=[C:8]([O:10][C:11]2[CH:16]=[CH:15][C:14]([NH:17][S:18]([C:21]3[CH:26]=[CH:25][C:24]([CH3:27])=[CH:23][CH:22]=3)(=[O:20])=[O:19])=[C:13]([O:28][CH2:29][C:30]3[CH:35]=[CH:34][CH:33]=[CH:32][CH:31]=3)[CH:12]=2)[CH:7]=[CH:6][C:5]=1[NH:36][S:37]([C:40]1[CH:45]=[CH:44][C:43]([CH3:46])=[CH:42][CH:41]=1)(=[O:39])=[O:38].[Li+].[OH-]. Product: [CH2:29]([O:28][C:13]1[CH:12]=[C:11]([CH:16]=[CH:15][C:14]=1[NH:17][S:18]([C:21]1[CH:22]=[CH:23][C:24]([CH3:27])=[CH:25][CH:26]=1)(=[O:20])=[O:19])[O:10][C:8]1[CH:7]=[CH:6][C:5]([NH:36][S:37]([C:40]2[CH:45]=[CH:44][C:43]([CH3:46])=[CH:42][CH:41]=2)(=[O:38])=[O:39])=[C:4]([CH:9]=1)[C:3]([OH:47])=[O:2])[C:30]1[CH:31]=[CH:32][CH:33]=[CH:34][CH:35]=1. The catalyst class is: 90. (7) Reactant: [CH2:1]([O:8][N:9]([C:18]1[C:23]([C:24]#[N:25])=[CH:22][CH:21]=[CH:20][N:19]=1)[C:10](=[O:17])[CH2:11][C:12]([O:14][CH2:15][CH3:16])=[O:13])[C:2]1[CH:7]=[CH:6][CH:5]=[CH:4][CH:3]=1.[O-]CC.[Na+]. Product: [NH2:25][C:24]1[C:23]2[C:18](=[N:19][CH:20]=[CH:21][CH:22]=2)[N:9]([O:8][CH2:1][C:2]2[CH:3]=[CH:4][CH:5]=[CH:6][CH:7]=2)[C:10](=[O:17])[C:11]=1[C:12]([O:14][CH2:15][CH3:16])=[O:13]. The catalyst class is: 14. (8) Reactant: [Cl:1][C:2]1[CH:3]=[CH:4][C:5]2[CH2:11][CH2:10][NH:9][C:8](=O)[CH2:7][C:6]=2[CH:13]=1.CSC.CCN(CC)CC.[CH3:24][C:25]([O:28][C:29](O[C:29]([O:28][C:25]([CH3:27])([CH3:26])[CH3:24])=[O:30])=[O:30])([CH3:27])[CH3:26]. Product: [C:25]([O:28][C:29]([N:9]1[CH2:8][CH2:7][C:6]2[CH:13]=[C:2]([Cl:1])[CH:3]=[CH:4][C:5]=2[CH2:11][CH2:10]1)=[O:30])([CH3:27])([CH3:26])[CH3:24]. The catalyst class is: 1. (9) Reactant: [F:1][C:2]1([F:17])[O:6][C:5]2[CH:7]=[CH:8][C:9]([C:11]3([C:14]([OH:16])=O)[CH2:13][CH2:12]3)=[CH:10][C:4]=2[O:3]1.[F:18][C:19]1[C:20]([NH2:33])=[CH:21][C:22]2[CH:23]=[C:24]3[C:30]([CH3:32])([CH3:31])[CH2:29][CH2:28][N:25]3[C:26]=2[CH:27]=1.CN(C(ON1N=NC2C=CC=NC1=2)=[N+](C)C)C.F[P-](F)(F)(F)(F)F.C(N(CC)CC)C. Product: [F:17][C:2]1([F:1])[O:6][C:5]2[CH:7]=[CH:8][C:9]([C:11]3([C:14]([NH:33][C:20]4[C:19]([F:18])=[CH:27][C:26]5[N:25]6[CH2:28][CH2:29][C:30]([CH3:32])([CH3:31])[C:24]6=[CH:23][C:22]=5[CH:21]=4)=[O:16])[CH2:12][CH2:13]3)=[CH:10][C:4]=2[O:3]1. The catalyst class is: 3.